Task: Predict the reaction yield, written as a fraction of the theoretical maximum amount of product (1.0 means a 100% yield; for example, 0.34 means a 34% yield).. Dataset: Reaction yield outcomes from USPTO patents with 853,638 reactions (1) The reactants are [CH:1]([N:4]1[C:8]([O:9][CH2:10][C:11]2[CH:20]=[CH:19][C:18]3[C:13](=[CH:14][CH:15]=[CH:16][CH:17]=3)[N:12]=2)=[CH:7][C:6]([CH2:21][CH2:22][C:23](OCC)=[O:24])=[N:5]1)([CH3:3])[CH3:2].[H-].C([Al+]CC(C)C)C(C)C.C(O)C.[Cl-].[NH4+]. The catalyst is O1CCCC1.C1(C)C=CC=CC=1. The product is [CH:1]([N:4]1[C:8]([O:9][CH2:10][C:11]2[CH:20]=[CH:19][C:18]3[C:13](=[CH:14][CH:15]=[CH:16][CH:17]=3)[N:12]=2)=[CH:7][C:6]([CH2:21][CH2:22][CH2:23][OH:24])=[N:5]1)([CH3:3])[CH3:2]. The yield is 0.910. (2) The reactants are [F:1][C:2]([F:11])([F:10])[C:3]1[CH:4]=[CH:5][C:6]([SH:9])=[N:7][CH:8]=1.F[C:13]1[CH:20]=[CH:19][C:16]([CH:17]=[O:18])=[CH:15][CH:14]=1.C([O-])([O-])=O.[K+].[K+]. The catalyst is CN(C=O)C. The product is [F:11][C:2]([F:1])([F:10])[C:3]1[CH:4]=[CH:5][C:6]([S:9][C:13]2[CH:20]=[CH:19][C:16]([CH:17]=[O:18])=[CH:15][CH:14]=2)=[N:7][CH:8]=1. The yield is 0.870. (3) The reactants are [CH3:1][O:2][C:3]1[CH:12]=[C:11]2[C:6]([CH:7]=[CH:8][CH:9]=[C:10]2[CH2:13][CH2:14][NH2:15])=[CH:5][CH:4]=1.[C:16]([O-])(=[O:18])[CH3:17].[Na+].C(O)C.C(OC(=O)C)(=O)C. The catalyst is O. The product is [CH3:1][O:2][C:3]1[CH:12]=[C:11]2[C:6]([CH:7]=[CH:8][CH:9]=[C:10]2[CH2:13][CH2:14][NH:15][C:16](=[O:18])[CH3:17])=[CH:5][CH:4]=1. The yield is 0.800. (4) The reactants are [CH2:1]([O:3][C:4](=[O:13])[C:5]1[CH:10]=[CH:9][CH:8]=[C:7]([CH3:11])[C:6]=1I)[CH3:2].[CH3:14][C:15]([CH3:26])=[CH:16]B1OC(C)(C)C(C)(C)O1. The catalyst is CN(C=O)C.C([O-])(O)=O.[Na+]. The product is [CH2:1]([O:3][C:4](=[O:13])[C:5]1[CH:10]=[CH:9][CH:8]=[C:7]([CH3:11])[C:6]=1[CH:14]=[C:15]([CH3:26])[CH3:16])[CH3:2]. The yield is 0.850.